Binary Classification. Given a drug SMILES string, predict its activity (active/inactive) in a high-throughput screening assay against a specified biological target. From a dataset of Cav3 T-type calcium channel HTS with 100,875 compounds. (1) The compound is FC(F)(F)C1n2[nH]c(cc2=NC(C1)c1occc1)C(=O)N. The result is 0 (inactive). (2) The compound is Brc1c(C(=O)NCCCCCC(O)=O)cccc1. The result is 0 (inactive). (3) The drug is S1(=O)(=O)CC(NC(OC2CCCCC2)=O)CC1. The result is 0 (inactive). (4) The molecule is Clc1cc(n2ncc(c2N)C(OCC)=O)ccc1. The result is 0 (inactive). (5) The molecule is Clc1ccc(n2c(=O)[nH]c(N3CCN(CC3)c3c(OC)cccc3)cc2=O)cc1. The result is 0 (inactive).